From a dataset of Peptide-MHC class II binding affinity with 134,281 pairs from IEDB. Regression. Given a peptide amino acid sequence and an MHC pseudo amino acid sequence, predict their binding affinity value. This is MHC class II binding data. (1) The peptide sequence is ALAQSRYWRIGSMYQGL. The MHC is DRB1_0101 with pseudo-sequence DRB1_0101. The binding affinity (normalized) is 0. (2) The peptide sequence is SDANTEYERLLSMLN. The MHC is DRB1_0701 with pseudo-sequence DRB1_0701. The binding affinity (normalized) is 0.468. (3) The MHC is HLA-DQA10501-DQB10301 with pseudo-sequence HLA-DQA10501-DQB10301. The binding affinity (normalized) is 0.618. The peptide sequence is GAYFVSSGKYEGGNI. (4) The peptide sequence is PVKIDNASPASTVHA. The MHC is DRB1_0301 with pseudo-sequence DRB1_0301. The binding affinity (normalized) is 0.609. (5) The peptide sequence is WKKYFAATQFEPLAA. The MHC is DRB1_0101 with pseudo-sequence DRB1_0101. The binding affinity (normalized) is 0.592. (6) The peptide sequence is SLLWNGPMAVSMTGVK. The MHC is DRB1_0801 with pseudo-sequence DRB1_0801. The binding affinity (normalized) is 0.331. (7) The peptide sequence is AYESYKFIPALEAAVKQAYAATVAAA. The MHC is DRB1_0401 with pseudo-sequence DRB1_0401. The binding affinity (normalized) is 0.774. (8) The peptide sequence is IAGYKTFDGRGAQVY. The MHC is DRB1_1101 with pseudo-sequence DRB1_1101. The binding affinity (normalized) is 0.754. (9) The peptide sequence is YDKFNANVSTVLTGK. The MHC is DRB1_0404 with pseudo-sequence DRB1_0404. The binding affinity (normalized) is 0.434. (10) The peptide sequence is RTVVLTESTLSTALAELATR. The MHC is DRB1_1501 with pseudo-sequence DRB1_1501. The binding affinity (normalized) is 0.666.